Predict the reaction yield, written as a fraction of the theoretical maximum amount of product (1.0 means a 100% yield; for example, 0.34 means a 34% yield). From a dataset of Reaction yield outcomes from USPTO patents with 853,638 reactions. (1) The reactants are [C:1]([O:5][C:6]([NH:8][C@H:9]([CH2:13][CH2:14][C:15]1[CH:20]=[CH:19][C:18]([C:21]([F:24])([F:23])[F:22])=[CH:17][CH:16]=1)[C:10](O)=[O:11])=[O:7])([CH3:4])([CH3:3])[CH3:2].[NH2:25][C:26]1[CH:27]=[N:28][C:29]2[C:34]([CH:35]=1)=[CH:33][CH:32]=[CH:31][CH:30]=2.C[N+]1(C2N=C(OC)N=C(OC)N=2)CCOCC1.[Cl-]. The catalyst is C(OCC)(=O)C. The product is [N:28]1[C:29]2[C:34](=[CH:33][CH:32]=[CH:31][CH:30]=2)[CH:35]=[C:26]([NH:25][C:10]([C@H:9]([NH:8][C:6](=[O:7])[O:5][C:1]([CH3:3])([CH3:2])[CH3:4])[CH2:13][CH2:14][C:15]2[CH:20]=[CH:19][C:18]([C:21]([F:23])([F:24])[F:22])=[CH:17][CH:16]=2)=[O:11])[CH:27]=1. The yield is 0.930. (2) The reactants are Br[C:2]1[CH:3]=[C:4]2[C:10]([NH2:11])=[N:9][NH:8][C:5]2=[N:6][CH:7]=1.CC1(C)C(C)(C)OB([C:20]2[CH:34]=[CH:33][C:23]([CH2:24][NH:25][C:26](=[O:32])[O:27][C:28]([CH3:31])([CH3:30])[CH3:29])=[CH:22][CH:21]=2)O1.C(=O)(O)[O-].[Na+]. The catalyst is O1CCOCC1.O. The product is [NH2:11][C:10]1[C:4]2[C:5](=[N:6][CH:7]=[C:2]([C:20]3[CH:34]=[CH:33][C:23]([CH2:24][NH:25][C:26](=[O:32])[O:27][C:28]([CH3:29])([CH3:30])[CH3:31])=[CH:22][CH:21]=3)[CH:3]=2)[NH:8][N:9]=1. The yield is 0.870. (3) The reactants are C(OC([NH:8][CH2:9][CH2:10][CH2:11][CH2:12][CH2:13][C:14]([N:16]([CH3:41])[CH2:17][CH2:18][N:19]1[CH2:24][CH2:23][CH:22]([N:25]([C:29]2[CH:34]=[CH:33][CH:32]=[CH:31][C:30]=2[C:35]2[CH:40]=[CH:39][CH:38]=[CH:37][CH:36]=2)[C:26](=[O:28])[O-:27])[CH2:21][CH2:20]1)=[O:15])=O)(C)(C)C.[ClH:42].O1CCOCC1. The catalyst is O1CCOCC1. The product is [ClH:42].[ClH:42].[NH2:8][CH2:9][CH2:10][CH2:11][CH2:12][CH2:13][C:14]([N:16]([CH3:41])[CH2:17][CH2:18][N:19]1[CH2:20][CH2:21][CH:22]([N:25]([C:29]2[CH:34]=[CH:33][CH:32]=[CH:31][C:30]=2[C:35]2[CH:36]=[CH:37][CH:38]=[CH:39][CH:40]=2)[C:26](=[O:27])[OH:28])[CH2:23][CH2:24]1)=[O:15]. The yield is 1.00.